This data is from Retrosynthesis with 50K atom-mapped reactions and 10 reaction types from USPTO. The task is: Predict the reactants needed to synthesize the given product. (1) Given the product O=C(CNC1CCN(Cc2ccccc2)CC1)OCc1ccccc1, predict the reactants needed to synthesize it. The reactants are: NCC(=O)OCc1ccccc1.O=C1CCN(Cc2ccccc2)CC1. (2) Given the product CCOC(=O)C(C)Oc1ccc(N(C)c2nc3ccc(Br)cc3o2)cc1, predict the reactants needed to synthesize it. The reactants are: CCOC(=O)C(C)Br.CN(c1ccc(O)cc1)c1nc2ccc(Br)cc2o1.